The task is: Predict the reactants needed to synthesize the given product.. This data is from Full USPTO retrosynthesis dataset with 1.9M reactions from patents (1976-2016). Given the product [CH3:3][O:4][C:5]1[CH:12]=[CH:11][C:8]([CH2:9][O:10][C:14]2[CH:15]=[CH:16][C:17]([N+:29]([O-:31])=[O:30])=[C:18]([CH2:20][NH:21][C:22](=[O:28])[O:23][C:24]([CH3:27])([CH3:25])[CH3:26])[CH:19]=2)=[CH:7][CH:6]=1, predict the reactants needed to synthesize it. The reactants are: [H-].[Na+].[CH3:3][O:4][C:5]1[CH:12]=[CH:11][C:8]([CH2:9][OH:10])=[CH:7][CH:6]=1.Cl[C:14]1[CH:15]=[CH:16][C:17]([N+:29]([O-:31])=[O:30])=[C:18]([CH2:20][NH:21][C:22](=[O:28])[O:23][C:24]([CH3:27])([CH3:26])[CH3:25])[CH:19]=1.O.